This data is from Forward reaction prediction with 1.9M reactions from USPTO patents (1976-2016). The task is: Predict the product of the given reaction. (1) The product is: [CH3:6][O:7][C:8]1[CH:9]=[C:10]2[C:15](=[C:16]3[CH2:20][C:19]([CH3:22])([CH3:21])[O:18][C:17]=13)[C:14]([C:23]1[CH:28]=[CH:27][N:26]=[C:25]([N:34]3[CH:33]=[CH:38][CH:37]=[CH:3][C:2]3=[O:5])[CH:24]=1)=[N:13][C:12]([CH3:31])([CH3:30])[CH2:11]2. Given the reactants Br.[C:2]([OH:5])(=O)[CH3:3].[CH3:6][O:7][C:8]1[CH:9]=[C:10]2[C:15](=[C:16]3[CH2:20][C:19]([CH3:22])([CH3:21])[O:18][C:17]=13)[C:14]([C:23]1[CH:28]=[CH:27][N+:26]([O-])=[CH:25][CH:24]=1)=[N:13][C:12]([CH3:31])([CH3:30])[CH2:11]2.Cl[C:33]1[CH:38]=[CH:37]C=C[N:34]=1.N, predict the reaction product. (2) Given the reactants O1CCOCC1.[CH2:7]([O:11][C:12](=[O:16])[CH2:13][C:14]#[N:15])[CH2:8][CH2:9][CH3:10].[CH:17]([CH:19]=[CH2:20])=O, predict the reaction product. The product is: [CH2:7]([O:11][C:12](=[O:16])[C:13]([C:14]#[N:15])=[CH:20][CH:19]=[CH2:17])[CH2:8][CH2:9][CH3:10]. (3) Given the reactants [NH2:1][CH:2]([CH2:18][C:19]1[CH:24]=[CH:23][C:22]([C:25]([F:28])([F:27])[F:26])=[CH:21][CH:20]=1)[CH:3]([C:5]1[CH:10]=[CH:9][C:8]([O:11][C:12]2[CH:17]=[CH:16][CH:15]=[CH:14][CH:13]=2)=[CH:7][CH:6]=1)[OH:4].[C:29]1([CH2:35][CH2:36][C:37](Cl)=[O:38])[CH:34]=[CH:33][CH:32]=[CH:31][CH:30]=1.C(=O)([O-])O.[Na+], predict the reaction product. The product is: [OH:4][CH:3]([C:5]1[CH:6]=[CH:7][C:8]([O:11][C:12]2[CH:17]=[CH:16][CH:15]=[CH:14][CH:13]=2)=[CH:9][CH:10]=1)[CH:2]([NH:1][C:37](=[O:38])[CH2:36][CH2:35][C:29]1[CH:34]=[CH:33][CH:32]=[CH:31][CH:30]=1)[CH2:18][C:19]1[CH:20]=[CH:21][C:22]([C:25]([F:26])([F:27])[F:28])=[CH:23][CH:24]=1. (4) Given the reactants C[Li].[CH2:3]([C:10]1([C:20]#[CH:21])[CH2:19][CH2:18][C:13]2([O:17][CH2:16][CH2:15][O:14]2)[CH2:12][CH2:11]1)[C:4]1[CH:9]=[CH:8][CH:7]=[CH:6][CH:5]=1.[CH3:22][Si:23](Cl)([CH3:25])[CH3:24], predict the reaction product. The product is: [CH2:3]([C:10]1([C:20]#[C:21][Si:23]([CH3:25])([CH3:24])[CH3:22])[CH2:19][CH2:18][C:13]2([O:14][CH2:15][CH2:16][O:17]2)[CH2:12][CH2:11]1)[C:4]1[CH:5]=[CH:6][CH:7]=[CH:8][CH:9]=1. (5) Given the reactants [OH2:1].[NH2:2][NH2:3].[CH3:4][O:5][C:6]1[CH:7]=[C:8]([C:16](=O)[CH:17]=NO)[CH:9]=[C:10]([O:14][CH3:15])[C:11]=1[O:12][CH3:13].O, predict the reaction product. The product is: [CH3:4][O:5][C:6]1[CH:7]=[C:8]([C:16](=[N:2][NH2:3])[CH:17]=[O:1])[CH:9]=[C:10]([O:14][CH3:15])[C:11]=1[O:12][CH3:13]. (6) Given the reactants [F:1][C:2]1[CH:3]=[C:4]([CH:22]=[CH:23][CH:24]=1)[CH2:5][C@H:6]1[CH2:11][C@@H:10]([C:12]2[O:16][NH:15][C:14](=[O:17])[CH:13]=2)[CH2:9][CH2:8][N:7]1C(OC)=O.Br, predict the reaction product. The product is: [F:1][C:2]1[CH:3]=[C:4]([CH:22]=[CH:23][CH:24]=1)[CH2:5][C@H:6]1[CH2:11][C@@H:10]([C:12]2[O:16][NH:15][C:14](=[O:17])[CH:13]=2)[CH2:9][CH2:8][NH:7]1. (7) Given the reactants [CH3:1][N:2]1[CH2:6][CH:5]([C:7]2[CH:12]=[CH:11][C:10]([CH3:13])=[CH:9][CH:8]=2)[C:4]2([CH2:18][CH2:17][CH2:16][N:15](C(OC(C)(C)C)=O)[CH2:14]2)[C:3]1=[O:26].C(O)(C(F)(F)F)=O.[OH-].[Na+], predict the reaction product. The product is: [CH3:1][N:2]1[CH2:6][CH:5]([C:7]2[CH:8]=[CH:9][C:10]([CH3:13])=[CH:11][CH:12]=2)[C:4]2([CH2:18][CH2:17][CH2:16][NH:15][CH2:14]2)[C:3]1=[O:26]. (8) Given the reactants [NH2:1][C:2]1[CH:7]=[CH:6][C:5]([C:8]2[CH:13]=[CH:12][C:11]([C:14](=[O:24])[CH2:15][CH:16]([CH2:21][CH2:22][CH3:23])[C:17]([O:19]C)=[O:18])=[CH:10][CH:9]=2)=[CH:4][CH:3]=1.Cl[C:26]1[S:27][C:28]2[CH:34]=[C:33]([Cl:35])[CH:32]=[CH:31][C:29]=2[N:30]=1.S1C2C=CC=CC=2N=C1NC1C=CC(C2C=CC(C(=O)CC(C)(C)C(O)=O)=CC=2)=CC=1, predict the reaction product. The product is: [Cl:35][C:33]1[CH:32]=[CH:31][C:29]2[N:30]=[C:26]([NH:1][C:2]3[CH:3]=[CH:4][C:5]([C:8]4[CH:13]=[CH:12][C:11]([C:14](=[O:24])[CH2:15][CH:16]([CH2:21][CH2:22][CH3:23])[C:17]([OH:19])=[O:18])=[CH:10][CH:9]=4)=[CH:6][CH:7]=3)[S:27][C:28]=2[CH:34]=1.